From a dataset of Forward reaction prediction with 1.9M reactions from USPTO patents (1976-2016). Predict the product of the given reaction. Given the reactants [CH2:1]([O:8][C:9](=[O:25])[CH2:10][C:11]1[CH:16]=[CH:15][CH:14]=[C:13]([O:17][S:18]([C:21]([F:24])([F:23])[F:22])(=[O:20])=[O:19])[CH:12]=1)C1C=CC=CC=1.CO.S(=O)(=O)(O)O, predict the reaction product. The product is: [CH3:1][O:8][C:9](=[O:25])[CH2:10][C:11]1[CH:16]=[CH:15][CH:14]=[C:13]([O:17][S:18]([C:21]([F:24])([F:22])[F:23])(=[O:20])=[O:19])[CH:12]=1.